From a dataset of Forward reaction prediction with 1.9M reactions from USPTO patents (1976-2016). Predict the product of the given reaction. (1) Given the reactants Br[C:2]1[CH:20]=[CH:19][C:5]([CH2:6][NH:7][C@@H:8]([CH2:15][CH:16]([CH3:18])[CH3:17])[C:9]([NH:11][CH2:12][C:13]#[N:14])=[O:10])=[CH:4][CH:3]=1.[C:21]([O:25][C:26]([N:28]1[CH2:33][CH2:32][N:31]([C:34]2[CH:39]=[CH:38][C:37](B(O)O)=[CH:36][CH:35]=2)[CH2:30][CH2:29]1)=[O:27])([CH3:24])([CH3:23])[CH3:22].C(=O)([O-])[O-].[Na+].[Na+].O, predict the reaction product. The product is: [C:13]([CH2:12][NH:11][C:9]([C@@H:8]([NH:7][CH2:6][C:5]1[CH:19]=[CH:20][C:2]([C:37]2[CH:36]=[CH:35][C:34]([N:31]3[CH2:30][CH2:29][N:28]([C:26]([O:25][C:21]([CH3:24])([CH3:23])[CH3:22])=[O:27])[CH2:33][CH2:32]3)=[CH:39][CH:38]=2)=[CH:3][CH:4]=1)[CH2:15][CH:16]([CH3:18])[CH3:17])=[O:10])#[N:14]. (2) Given the reactants [CH3:1][C@@H:2]1[CH2:7][NH:6][CH2:5][CH2:4][NH:3]1.C1C=CC(P(C2C=CC3C(=CC=CC=3)C=2C2C3C(=CC=CC=3)C=CC=2P(C2C=CC=CC=2)C2C=CC=CC=2)C2C=CC=CC=2)=CC=1.Br[C:55]1[CH:60]=[CH:59][C:58]([C:61]2[CH:66]=[CH:65][C:64]([F:67])=[CH:63][CH:62]=2)=[CH:57][CH:56]=1.CC(C)([O-])C.[Na+], predict the reaction product. The product is: [F:67][C:64]1[CH:63]=[CH:62][C:61]([C:58]2[CH:59]=[CH:60][C:55]([N:6]3[CH2:5][CH2:4][NH:3][C@H:2]([CH3:1])[CH2:7]3)=[CH:56][CH:57]=2)=[CH:66][CH:65]=1. (3) The product is: [CH2:7]([O:6][C:4]([O:3][CH2:1][CH3:2])([O:9][CH2:10][C:11](=[O:16])[CH3:13])[CH3:5])[CH3:8]. Given the reactants [CH2:1]([O:3][C:4]([O:9][CH2:10][C:11](=[CH2:13])C)([O:6][CH2:7][CH3:8])[CH3:5])[CH3:2].CC[O:16]C(C)=O, predict the reaction product. (4) The product is: [O:41]1[CH:42]=[CH:43][C:39]([C:35]2[CH:34]=[CH:33][C:32]([CH2:31][NH:30][CH:27]=[C:18]3[C:17]4[C:22](=[CH:23][CH:24]=[C:15]([I:14])[CH:16]=4)[C:21](=[O:25])[NH:20][C:19]3=[O:26])=[CH:37][C:36]=2[OH:38])=[CH:40]1. Given the reactants IC1C=C2C(=CC=1)C(=O)NC(=O)C2.[I:14][C:15]1[CH:16]=[C:17]2[C:22](=[CH:23][CH:24]=1)[C:21](=[O:25])[NH:20][C:19](=[O:26])[C:18]2=[CH:27]OC.[NH2:30][CH2:31][C:32]1[CH:33]=[CH:34][C:35]([C:39]2[CH:43]=[CH:42][O:41][CH:40]=2)=[C:36]([OH:38])[CH:37]=1, predict the reaction product. (5) Given the reactants CI.[Br:3][C:4]1[C:9]([Cl:10])=[CH:8][C:7]([OH:11])=[C:6]([Cl:12])[CH:5]=1.[C:13](=O)([O-])[O-].[K+].[K+], predict the reaction product. The product is: [Br:3][C:4]1[CH:5]=[C:6]([Cl:12])[C:7]([O:11][CH3:13])=[CH:8][C:9]=1[Cl:10]. (6) Given the reactants [CH2:1]([O:8][C:9](=[O:24])[NH:10][C:11]1[CH:16]=[CH:15][C:14]([CH2:17]O)=[CH:13][C:12]=1[O:19][C:20]([F:23])([F:22])[F:21])[C:2]1[CH:7]=[CH:6][CH:5]=[CH:4][CH:3]=1.[Br:25]N1C(=O)CCC1=O.C1C=CC(P(C2C=CC=CC=2)C2C=CC=CC=2)=CC=1, predict the reaction product. The product is: [CH2:1]([O:8][C:9](=[O:24])[NH:10][C:11]1[CH:16]=[CH:15][C:14]([CH2:17][Br:25])=[CH:13][C:12]=1[O:19][C:20]([F:23])([F:22])[F:21])[C:2]1[CH:7]=[CH:6][CH:5]=[CH:4][CH:3]=1. (7) Given the reactants [Cl:1][C:2]1[CH:7]=[CH:6][C:5]([C:8]2([C:11]([OH:13])=O)[CH2:10][CH2:9]2)=[CH:4][CH:3]=1.C1C=CC2N(O)N=NC=2C=1.CN(C(ON1N=NC2C=CC=CC1=2)=[N+](C)C)C.[B-](F)(F)(F)F.CCN(C(C)C)C(C)C.Cl.[NH2:56][CH2:57][C:58]([C:60]1[CH:65]=[CH:64][C:63]([Br:66])=[CH:62][CH:61]=1)=[O:59], predict the reaction product. The product is: [Br:66][C:63]1[CH:62]=[CH:61][C:60]([C:58](=[O:59])[CH2:57][NH:56][C:11]([C:8]2([C:5]3[CH:4]=[CH:3][C:2]([Cl:1])=[CH:7][CH:6]=3)[CH2:9][CH2:10]2)=[O:13])=[CH:65][CH:64]=1.